From a dataset of Catalyst prediction with 721,799 reactions and 888 catalyst types from USPTO. Predict which catalyst facilitates the given reaction. (1) Product: [C:1]([C:3]1[CH:13]=[CH:12][C:6]([CH2:7][S:8]([Cl:16])(=[O:10])=[O:9])=[CH:5][CH:4]=1)#[N:2]. The catalyst class is: 286. Reactant: [C:1]([C:3]1[CH:13]=[CH:12][C:6]([CH2:7][S:8](O)(=[O:10])=[O:9])=[CH:5][CH:4]=1)#[N:2].[Na].P(Cl)(Cl)(Cl)(Cl)[Cl:16]. (2) Reactant: O1CCOCC1.C([Si]([O:14][C:15]1[CH:20]=[CH:19][C:18](B2OC(C)(C)C(C)(C)O2)=[C:17]([O:30][CH3:31])[CH:16]=1)(C)C)(C)(C)C.Cl[C:33]1[N:38]=[N:37][C:36]([N:39]([CH3:50])[CH:40]2[CH2:45][C:44]([CH3:47])([CH3:46])[NH:43][C:42]([CH3:49])([CH3:48])[CH2:41]2)=[CH:35][CH:34]=1.C(=O)(O)[O-].[Na+]. Product: [CH3:31][O:30][C:17]1[CH:16]=[C:15]([OH:14])[CH:20]=[CH:19][C:18]=1[C:33]1[N:38]=[N:37][C:36]([N:39]([CH3:50])[CH:40]2[CH2:45][C:44]([CH3:46])([CH3:47])[NH:43][C:42]([CH3:49])([CH3:48])[CH2:41]2)=[CH:35][CH:34]=1. The catalyst class is: 103. (3) Reactant: [CH2:1]([N:3]1[CH2:8][CH2:7][N:6]([C:9]2[CH:14]=[CH:13][C:12]([N+:15]([O-])=O)=[C:11]([O:18][CH3:19])[CH:10]=2)[CH2:5][CH2:4]1)[CH3:2]. Product: [CH2:1]([N:3]1[CH2:4][CH2:5][N:6]([C:9]2[CH:14]=[CH:13][C:12]([NH2:15])=[C:11]([O:18][CH3:19])[CH:10]=2)[CH2:7][CH2:8]1)[CH3:2]. The catalyst class is: 604. (4) Reactant: [N+:1]([C:4]1[CH:9]=[CH:8][C:7]([N:10]2[CH2:15][CH2:14][CH:13]([C:16]([OH:18])=O)[CH2:12][CH2:11]2)=[CH:6][CH:5]=1)([O-:3])=[O:2].C(N1C=CN=C1)(N1C=CN=C1)=O.Cl.[CH3:32][NH:33][O:34][CH3:35]. Product: [CH3:35][O:34][N:33]([CH3:32])[C:16]([CH:13]1[CH2:12][CH2:11][N:10]([C:7]2[CH:6]=[CH:5][C:4]([N+:1]([O-:3])=[O:2])=[CH:9][CH:8]=2)[CH2:15][CH2:14]1)=[O:18]. The catalyst class is: 4. (5) Reactant: [N+:1]([O-:4])([O-:3])=[O:2].[Ca+2:5].[N+:6]([O-:9])([O-:8])=[O:7].[P:10]([O-:14])([O-:13])([OH:12])=[O:11].[NH4+:15].[NH4+].N. Product: [N+:1]([O-:4])([O-:3])=[O:2].[Ca+2:5].[N+:6]([O-:9])([O-:8])=[O:7].[P:10]([O-:14])([O-:13])([OH:12])=[O:11].[NH4+:15].[NH4+:1].[P:10]([O-:14])([O-:13])([O-:12])=[O:11].[Ca+2:5].[P:10]([O-:14])([O-:13])([O-:12])=[O:11].[Ca+2:5].[Ca+2:5]. The catalyst class is: 6.